Dataset: Catalyst prediction with 721,799 reactions and 888 catalyst types from USPTO. Task: Predict which catalyst facilitates the given reaction. (1) Reactant: O[C:2]1([C:21]2[CH:26]=[CH:25][CH:24]=[CH:23][CH:22]=2)[CH2:7][CH2:6][N:5]([C:8]2[C:17]3[C:12](=[CH:13][CH:14]=[C:15]([C:18]([NH2:20])=[O:19])[CH:16]=3)[CH:11]=[N:10][CH:9]=2)[CH2:4][CH2:3]1. Product: [C:21]1([C:2]2[CH2:7][CH2:6][N:5]([C:8]3[C:17]4[C:12](=[CH:13][CH:14]=[C:15]([C:18]([NH2:20])=[O:19])[CH:16]=4)[CH:11]=[N:10][CH:9]=3)[CH2:4][CH:3]=2)[CH:26]=[CH:25][CH:24]=[CH:23][CH:22]=1. The catalyst class is: 330. (2) Reactant: C(OC([N:8]1[CH2:12][C@@H:11]([CH2:13][NH:14][C:15](=[O:25])[C:16]([CH3:24])([C:18]2[CH:23]=[CH:22][CH:21]=[CH:20][CH:19]=2)[CH3:17])[C@H:10]([CH2:26][N:27]([CH:44]([CH3:46])[CH3:45])[C:28](=[O:43])[C:29]2[CH:34]=[CH:33][C:32]([O:35][CH3:36])=[C:31]([O:37][CH2:38][CH2:39][CH2:40][O:41][CH3:42])[CH:30]=2)[CH2:9]1)=O)(C)(C)C. Product: [CH:44]([N:27]([CH2:26][C@H:10]1[C@H:11]([CH2:13][NH:14][C:15](=[O:25])[C:16]([CH3:24])([C:18]2[CH:23]=[CH:22][CH:21]=[CH:20][CH:19]=2)[CH3:17])[CH2:12][NH:8][CH2:9]1)[C:28](=[O:43])[C:29]1[CH:34]=[CH:33][C:32]([O:35][CH3:36])=[C:31]([O:37][CH2:38][CH2:39][CH2:40][O:41][CH3:42])[CH:30]=1)([CH3:46])[CH3:45]. The catalyst class is: 89. (3) Reactant: [CH2:1]([O:8][C@@H:9]1[C@@H:17]([C@@H:18]([OH:23])[C:19]([F:22])([F:21])[F:20])[O:16][C@H:15]2[C@H:11]([N:12]=[C:13]([N:24]([CH3:32])[C:25](=[O:31])[O:26][C:27]([CH3:30])([CH3:29])[CH3:28])[S:14]2)[C@H:10]1[O:33][CH2:34][C:35]1[CH:40]=[CH:39][CH:38]=[CH:37][CH:36]=1)[C:2]1[CH:7]=[CH:6][CH:5]=[CH:4][CH:3]=1.[Li+].C[Si]([N-][Si](C)(C)C)(C)C.F[C:52]1[CH:57]=[CH:56][C:55]([N+:58]([O-:60])=[O:59])=[CH:54][CH:53]=1. Product: [CH2:1]([O:8][C@@H:9]1[C@@H:17]([C@@H:18]([O:23][C:52]2[CH:57]=[CH:56][C:55]([N+:58]([O-:60])=[O:59])=[CH:54][CH:53]=2)[C:19]([F:21])([F:20])[F:22])[O:16][C@H:15]2[C@H:11]([N:12]=[C:13]([N:24]([CH3:32])[C:25](=[O:31])[O:26][C:27]([CH3:28])([CH3:30])[CH3:29])[S:14]2)[C@H:10]1[O:33][CH2:34][C:35]1[CH:36]=[CH:37][CH:38]=[CH:39][CH:40]=1)[C:2]1[CH:7]=[CH:6][CH:5]=[CH:4][CH:3]=1. The catalyst class is: 3. (4) The catalyst class is: 59. Reactant: [NH2:1][C:2]1[C:10]([N+:11]([O-:13])=[O:12])=[CH:9][CH:8]=[CH:7][C:3]=1[C:4](O)=[O:5].Cl.CN.C(Cl)CCl.C[CH2:22][N:23](C(C)C)C(C)C. Product: [NH2:1][C:2]1[C:10]([N+:11]([O-:13])=[O:12])=[CH:9][CH:8]=[CH:7][C:3]=1[C:4]([NH:23][CH3:22])=[O:5]. (5) Reactant: [OH:1][CH:2]([C:7]#[N:8])[CH2:3][CH2:4][S:5][CH3:6].[CH3:9][C:10]([CH3:12])=O.C(OC(=O)C)(=[O:15])C.S(=O)(=O)(O)O. Product: [CH3:9][C:10]1([CH3:12])[NH:8][C:7](=[O:15])[CH:2]([CH2:3][CH2:4][S:5][CH3:6])[O:1]1. The catalyst class is: 15.